Predict the reactants needed to synthesize the given product. From a dataset of Full USPTO retrosynthesis dataset with 1.9M reactions from patents (1976-2016). (1) Given the product [NH2:1][C:4]1[CH:5]=[CH:6][C:7]([CH:10]([CH2:16][CH2:17][CH3:18])[C:11]([O:13][CH2:14][CH3:15])=[O:12])=[CH:8][CH:9]=1, predict the reactants needed to synthesize it. The reactants are: [N+:1]([C:4]1[CH:9]=[CH:8][C:7]([CH:10]([CH2:16][CH2:17][CH3:18])[C:11]([O:13][CH2:14][CH3:15])=[O:12])=[CH:6][CH:5]=1)([O-])=O. (2) Given the product [CH3:22][O:21][CH2:20][CH2:19][N:17]([CH3:18])[C:14]1[CH:13]=[N:12][C:11]([NH2:10])=[CH:16][N:15]=1, predict the reactants needed to synthesize it. The reactants are: C(OC(=O)[NH:10][C:11]1[CH:16]=[N:15][C:14]([N:17]([CH2:19][CH2:20][O:21][CH3:22])[CH3:18])=[CH:13][N:12]=1)C1C=CC=CC=1. (3) Given the product [N+:1]([C:4]1[CH:5]=[CH:6][C:7]2[O:12][C@:11]([CH3:18])([CH:13]([O:16][CH3:17])[O:14][CH3:15])[C@@H:10]([OH:19])[C@H:9]([N:30]([C:27]3[CH:26]=[CH:25][C:24]([O:23][C:22]([F:38])([F:37])[F:21])=[CH:29][CH:28]=3)[CH2:31][C:32]3[NH:36][CH:35]=[CH:34][N:33]=3)[C:8]=2[CH:20]=1)([O-:3])=[O:2], predict the reactants needed to synthesize it. The reactants are: [N+:1]([C:4]1[CH:5]=[CH:6][C:7]2[O:12][C@:11]([CH3:18])([CH:13]([O:16][CH3:17])[O:14][CH3:15])[C@H:10]3[O:19][C@H:9]3[C:8]=2[CH:20]=1)([O-:3])=[O:2].[F:21][C:22]([F:38])([F:37])[O:23][C:24]1[CH:29]=[CH:28][C:27]([NH:30][CH2:31][C:32]2[NH:33][CH:34]=[CH:35][N:36]=2)=[CH:26][CH:25]=1. (4) Given the product [CH2:1]([O:8][C:9]1[CH:14]=[CH:13][C:12]([CH:15]([OH:36])[CH:16]([CH2:22][C:23]2[CH:28]=[CH:27][CH:26]=[C:25]([O:29][C:30]([F:34])([F:35])[CH:31]([F:32])[F:33])[CH:24]=2)[C:17]([OH:19])=[O:18])=[CH:11][CH:10]=1)[C:2]1[CH:3]=[CH:4][CH:5]=[CH:6][CH:7]=1, predict the reactants needed to synthesize it. The reactants are: [CH2:1]([O:8][C:9]1[CH:14]=[CH:13][C:12]([CH:15]([OH:36])[CH:16]([CH2:22][C:23]2[CH:28]=[CH:27][CH:26]=[C:25]([O:29][C:30]([F:35])([F:34])[CH:31]([F:33])[F:32])[CH:24]=2)[C:17]([O:19]CC)=[O:18])=[CH:11][CH:10]=1)[C:2]1[CH:7]=[CH:6][CH:5]=[CH:4][CH:3]=1.[OH-].[Na+].Cl. (5) Given the product [CH2:1]([O:3][C:4](=[O:28])[CH2:5][CH2:6][C:7]1[CH:12]=[CH:11][C:10]([O:13][C:14]2[CH:19]=[C:18]([CH3:20])[CH:17]=[C:16]([CH:21]([NH2:23])[CH3:22])[CH:15]=2)=[CH:9][C:8]=1[CH2:26][CH3:27])[CH3:2], predict the reactants needed to synthesize it. The reactants are: [CH2:1]([O:3][C:4](=[O:28])[CH2:5][CH2:6][C:7]1[CH:12]=[CH:11][C:10]([O:13][C:14]2[CH:19]=[C:18]([CH3:20])[CH:17]=[C:16]([CH:21]([N:23]=[N+]=[N-])[CH3:22])[CH:15]=2)=[CH:9][C:8]=1[CH2:26][CH3:27])[CH3:2].C1(P(C2C=CC=CC=2)C2C=CC=CC=2)C=CC=CC=1.